From a dataset of Catalyst prediction with 721,799 reactions and 888 catalyst types from USPTO. Predict which catalyst facilitates the given reaction. (1) Reactant: C[O:2][C:3](=[O:31])[C:4]1[CH:9]=[CH:8][C:7]([CH2:10][NH:11][C:12]2[C:13]3[N:14]([C:18]([C:21]4[CH:26]=[CH:25][C:24]([O:27][CH3:28])=[C:23]([O:29][CH3:30])[CH:22]=4)=[CH:19][N:20]=3)[CH:15]=[CH:16][N:17]=2)=[CH:6][CH:5]=1.[OH-].[Li+]. Product: [CH3:30][O:29][C:23]1[CH:22]=[C:21]([C:18]2[N:14]3[CH:15]=[CH:16][N:17]=[C:12]([NH:11][CH2:10][C:7]4[CH:6]=[CH:5][C:4]([C:3]([OH:31])=[O:2])=[CH:9][CH:8]=4)[C:13]3=[N:20][CH:19]=2)[CH:26]=[CH:25][C:24]=1[O:27][CH3:28]. The catalyst class is: 30. (2) Reactant: [S:1]([CH2:7][CH2:8][C:9](O)=O)[CH2:2][CH2:3][C:4](O)=O.[NH2:12][NH:13][C:14]([NH2:16])=[S:15]. Product: [S:1]([CH2:7][CH2:8][C:9]1[S:15][C:14]([NH2:16])=[N:13][N:12]=1)[CH2:2][CH2:3][C:4]1[S:15][C:14]([NH2:16])=[N:13][N:12]=1. The catalyst class is: 265. (3) Reactant: Br[CH2:2][CH:3]1[CH2:7][CH2:6][CH:5]([CH2:8][C:9]2[CH:14]=[C:13]([F:15])[CH:12]=[CH:11][C:10]=2[O:16][CH3:17])[O:4]1.[Na+].[I-].[C-:20]#[N:21].[K+].C(=O)(O)[O-].[Na+]. Product: [C:20]([CH2:2][C@H:3]1[CH2:7][CH2:6][C@H:5]([CH2:8][C:9]2[CH:14]=[C:13]([F:15])[CH:12]=[CH:11][C:10]=2[O:16][CH3:17])[O:4]1)#[N:21]. The catalyst class is: 16. (4) Reactant: [O-][CH2:2][CH3:3].[Na+].C([C:7](CC)([C:11]([O-:13])=O)[C:8]([O-:10])=[O:9])C.[NH2:16][C:17]1[N:21]([CH3:22])[N:20]=[CH:19][C:18]=1[C:23]([O:25]CC)=O. Product: [OH:25][C:23]1[C:18]2[CH:19]=[N:20][N:21]([CH3:22])[C:17]=2[NH:16][C:11](=[O:13])[C:7]=1[C:8]([O:10][CH2:2][CH3:3])=[O:9]. The catalyst class is: 8. (5) Reactant: Cl.[NH2:2][CH2:3][C:4]1[CH:5]=[CH:6][C:7]([F:13])=[C:8]([B:10]([OH:12])[OH:11])[CH:9]=1.[C:14](O[C:14]([O:16][C:17]([CH3:20])([CH3:19])[CH3:18])=[O:15])([O:16][C:17]([CH3:20])([CH3:19])[CH3:18])=[O:15].C(N(CC)CC)C.O. Product: [C:17]([O:16][C:14]([NH:2][CH2:3][C:4]1[CH:5]=[CH:6][C:7]([F:13])=[C:8]([B:10]([OH:12])[OH:11])[CH:9]=1)=[O:15])([CH3:20])([CH3:19])[CH3:18]. The catalyst class is: 5.